This data is from NCI-60 drug combinations with 297,098 pairs across 59 cell lines. The task is: Regression. Given two drug SMILES strings and cell line genomic features, predict the synergy score measuring deviation from expected non-interaction effect. (1) Drug 1: C1=CN(C(=O)N=C1N)C2C(C(C(O2)CO)O)O.Cl. Drug 2: N.N.Cl[Pt+2]Cl. Cell line: HCC-2998. Synergy scores: CSS=30.7, Synergy_ZIP=-5.04, Synergy_Bliss=-2.92, Synergy_Loewe=-6.04, Synergy_HSA=-0.479. (2) Drug 1: C1CCC(C1)C(CC#N)N2C=C(C=N2)C3=C4C=CNC4=NC=N3. Drug 2: C1CC(=O)NC(=O)C1N2C(=O)C3=CC=CC=C3C2=O. Cell line: HT29. Synergy scores: CSS=-1.95, Synergy_ZIP=3.04, Synergy_Bliss=2.15, Synergy_Loewe=-2.73, Synergy_HSA=-2.96. (3) Drug 1: C1=CN(C=N1)CC(O)(P(=O)(O)O)P(=O)(O)O. Drug 2: CN1C2=C(C=C(C=C2)N(CCCl)CCCl)N=C1CCCC(=O)O.Cl. Cell line: M14. Synergy scores: CSS=1.35, Synergy_ZIP=0.936, Synergy_Bliss=3.15, Synergy_Loewe=0.519, Synergy_HSA=1.38. (4) Drug 1: CC(CN1CC(=O)NC(=O)C1)N2CC(=O)NC(=O)C2. Drug 2: C1=CC(=CC=C1CC(C(=O)O)N)N(CCCl)CCCl.Cl. Cell line: NCI-H522. Synergy scores: CSS=32.0, Synergy_ZIP=-4.34, Synergy_Bliss=5.76, Synergy_Loewe=7.90, Synergy_HSA=8.76. (5) Drug 1: CC1OCC2C(O1)C(C(C(O2)OC3C4COC(=O)C4C(C5=CC6=C(C=C35)OCO6)C7=CC(=C(C(=C7)OC)O)OC)O)O. Drug 2: CC1=C2C(C(=O)C3(C(CC4C(C3C(C(C2(C)C)(CC1OC(=O)C(C(C5=CC=CC=C5)NC(=O)OC(C)(C)C)O)O)OC(=O)C6=CC=CC=C6)(CO4)OC(=O)C)O)C)O. Cell line: M14. Synergy scores: CSS=34.7, Synergy_ZIP=-6.56, Synergy_Bliss=-3.02, Synergy_Loewe=-18.2, Synergy_HSA=-2.56. (6) Drug 1: C1CC(C1)(C(=O)O)C(=O)O.[NH2-].[NH2-].[Pt+2]. Drug 2: C(CC(=O)O)C(=O)CN.Cl. Cell line: NCI-H460. Synergy scores: CSS=25.5, Synergy_ZIP=-4.75, Synergy_Bliss=-0.291, Synergy_Loewe=-13.3, Synergy_HSA=-1.93. (7) Cell line: 786-0. Synergy scores: CSS=39.5, Synergy_ZIP=-0.443, Synergy_Bliss=0.544, Synergy_Loewe=-10.1, Synergy_HSA=2.55. Drug 2: CC1=C(C(=O)C2=C(C1=O)N3CC4C(C3(C2COC(=O)N)OC)N4)N. Drug 1: C1=CC(=CC=C1C#N)C(C2=CC=C(C=C2)C#N)N3C=NC=N3. (8) Drug 1: CN(CC1=CN=C2C(=N1)C(=NC(=N2)N)N)C3=CC=C(C=C3)C(=O)NC(CCC(=O)O)C(=O)O. Drug 2: C1=NC2=C(N=C(N=C2N1C3C(C(C(O3)CO)O)O)F)N. Cell line: CCRF-CEM. Synergy scores: CSS=53.1, Synergy_ZIP=-3.73, Synergy_Bliss=-5.42, Synergy_Loewe=-10.4, Synergy_HSA=-4.19. (9) Drug 1: CCC1=C2CN3C(=CC4=C(C3=O)COC(=O)C4(CC)O)C2=NC5=C1C=C(C=C5)O. Drug 2: C1CCC(C(C1)N)N.C(=O)(C(=O)[O-])[O-].[Pt+4]. Cell line: T-47D. Synergy scores: CSS=39.6, Synergy_ZIP=-0.0697, Synergy_Bliss=2.33, Synergy_Loewe=-5.44, Synergy_HSA=6.50. (10) Drug 1: C1=CC(=CC=C1CCCC(=O)O)N(CCCl)CCCl. Drug 2: CC1=C(C(CCC1)(C)C)C=CC(=CC=CC(=CC(=O)O)C)C. Cell line: DU-145. Synergy scores: CSS=24.5, Synergy_ZIP=-10.4, Synergy_Bliss=-7.80, Synergy_Loewe=-6.76, Synergy_HSA=-6.94.